From a dataset of Retrosynthesis with 50K atom-mapped reactions and 10 reaction types from USPTO. Predict the reactants needed to synthesize the given product. Given the product CCOC(=O)N[C@H]1CCc2c(S(=O)(=O)Nc3ccccc3)ccc(OC)c2C1, predict the reactants needed to synthesize it. The reactants are: CCOC(=O)Cl.COc1ccc(S(=O)(=O)Nc2ccccc2)c2c1C[C@@H](N)CC2.